Dataset: Reaction yield outcomes from USPTO patents with 853,638 reactions. Task: Predict the reaction yield, written as a fraction of the theoretical maximum amount of product (1.0 means a 100% yield; for example, 0.34 means a 34% yield). (1) The reactants are [CH2:1]([OH:6])[CH2:2][CH2:3][CH:4]=[CH2:5].C(N(CC)CC)C.[C:14]([Si:18](Cl)([C:25]1[CH:30]=[CH:29][CH:28]=[CH:27][CH:26]=1)[C:19]1[CH:24]=[CH:23][CH:22]=[CH:21][CH:20]=1)([CH3:17])([CH3:16])[CH3:15]. The catalyst is CN(C)C1C=CN=CC=1.ClCCl. The product is [CH3:15][C:14]([CH3:17])([CH3:16])[Si:18]([O:6][CH2:1][CH2:2][CH2:3][CH:4]=[CH2:5])([C:25]1[CH:30]=[CH:29][CH:28]=[CH:27][CH:26]=1)[C:19]1[CH:24]=[CH:23][CH:22]=[CH:21][CH:20]=1. The yield is 1.00. (2) The reactants are C(O)(C(F)(F)F)=O.[Br:8][C:9]1[C:14]2[N:15]=[C:16]([NH:19][C:20]3[CH:25]=[CH:24][C:23]([N:26]4[CH2:31][CH2:30][N:29](C(OC(C)(C)C)=O)[CH2:28][CH2:27]4)=[CH:22][CH:21]=3)[N:17]=[CH:18][C:13]=2[C:12](=[O:39])[N:11]([C:40]2[C:45]([Cl:46])=[CH:44][CH:43]=[CH:42][C:41]=2[Cl:47])[CH:10]=1. The catalyst is C(Cl)Cl. The product is [Br:8][C:9]1[C:14]2[N:15]=[C:16]([NH:19][C:20]3[CH:21]=[CH:22][C:23]([N:26]4[CH2:31][CH2:30][NH:29][CH2:28][CH2:27]4)=[CH:24][CH:25]=3)[N:17]=[CH:18][C:13]=2[C:12](=[O:39])[N:11]([C:40]2[C:45]([Cl:46])=[CH:44][CH:43]=[CH:42][C:41]=2[Cl:47])[CH:10]=1. The yield is 0.290. (3) The reactants are [CH3:1][S:2]([C:14]1[CH:19]=[CH:18][C:17]([O:20][CH3:21])=[CH:16][CH:15]=1)(=[N:4]S(CC[Si](C)(C)C)(=O)=O)=[O:3].CCCC[N+](CCCC)(CCCC)CCCC.[F-]. No catalyst specified. The product is [CH3:21][O:20][C:17]1[CH:16]=[CH:15][C:14]([S:2]([CH3:1])(=[NH:4])=[O:3])=[CH:19][CH:18]=1. The yield is 0.960. (4) The catalyst is O1CCCC1. The yield is 0.780. The product is [CH2:17]([O:16][C:14](=[O:15])[C:13]([NH:4][CH:1]1[CH2:3][CH2:2]1)=[O:19])[CH3:18]. The reactants are [CH:1]1([NH2:4])[CH2:3][CH2:2]1.C(N(CC)CC)C.Cl[C:13](=[O:19])[C:14]([O:16][CH2:17][CH3:18])=[O:15]. (5) The reactants are [CH3:1][O:2][C:3]([C@H:5]1[CH2:8][C@H:7]([O:9]CC2C=CC=CC=2)[CH2:6]1)=[O:4]. The catalyst is CO.[Pd]. The product is [CH3:1][O:2][C:3]([C@H:5]1[CH2:8][C@H:7]([OH:9])[CH2:6]1)=[O:4]. The yield is 0.927. (6) The reactants are [N:1]([C@@H:4]1[CH2:9][CH2:8][C@@H:7]([C:10]([NH2:12])=[O:11])[CH2:6][C@H:5]1[OH:13])=[N+]=[N-].CO.[CH3:16][C:17]([OH:19])=[O:18]. The catalyst is [Pd]. The product is [C:17]([OH:19])(=[O:18])[CH3:16].[NH2:1][C@@H:4]1[CH2:9][CH2:8][C@@H:7]([C:10]([NH2:12])=[O:11])[CH2:6][C@H:5]1[OH:13]. The yield is 1.00. (7) The reactants are [CH2:1]([N:3]([C:11]([CH3:15])([CH3:14])[CH2:12][OH:13])[C:4](=[O:10])[O:5][C:6]([CH3:9])([CH3:8])[CH3:7])C.[CH3:16]C(OI1(OC(C)=O)(OC(C)=O)OC(=O)C2C=CC=CC1=2)=O.C(=O)([O-])O.[Na+].S([O-])([O-])(=O)=S.[Na+].[Na+]. The catalyst is C(Cl)Cl. The product is [CH3:1][N:3]([C:11]([CH2:15][CH3:16])([CH3:14])[CH:12]=[O:13])[C:4](=[O:10])[O:5][C:6]([CH3:9])([CH3:8])[CH3:7]. The yield is 0.710. (8) The reactants are C(OC(=O)[NH:7][C@H:8]([CH2:33][C:34]1[CH:39]=[C:38]([F:40])[C:37]([F:41])=[CH:36][C:35]=1[F:42])[CH2:9][C:10]([N:12]1[CH2:17][CH2:16][N:15]2[C:18]([C:29]([F:32])([F:31])[F:30])=[N:19][C:20]([C:21]([N:23]3[CH2:27][CH2:26][C@@H:25]([F:28])[CH2:24]3)=[O:22])=[C:14]2[CH2:13]1)=[O:11])(C)(C)C.[ClH:44]. The catalyst is C(OCC)(=O)C. The product is [ClH:44].[NH2:7][C@H:8]([CH2:33][C:34]1[CH:39]=[C:38]([F:40])[C:37]([F:41])=[CH:36][C:35]=1[F:42])[CH2:9][C:10]([N:12]1[CH2:17][CH2:16][N:15]2[C:18]([C:29]([F:32])([F:31])[F:30])=[N:19][C:20]([C:21]([N:23]3[CH2:27][CH2:26][C@@H:25]([F:28])[CH2:24]3)=[O:22])=[C:14]2[CH2:13]1)=[O:11]. The yield is 0.940. (9) The reactants are Br[C:2]1[C:3]2[C:4]3[CH:17]=[CH:16][S:15][C:5]=3[C:6](=[O:14])[NH:7][C:8]=2[CH:9]=[CH:10][C:11]=1[O:12][CH3:13].CC1(C)C(C)(C)OB([C:26]2[CH:31]=[CH:30][C:29]([CH2:32][CH:33]([NH:35][C:36](=[O:42])[O:37][C:38]([CH3:41])([CH3:40])[CH3:39])[CH3:34])=[CH:28][CH:27]=2)O1. No catalyst specified. The product is [CH3:13][O:12][C:11]1[CH:10]=[CH:9][C:8]2[NH:7][C:6](=[O:14])[C:5]3[S:15][CH:16]=[CH:17][C:4]=3[C:3]=2[C:2]=1[C:26]1[CH:27]=[CH:28][C:29]([CH2:32][CH:33]([NH:35][C:36](=[O:42])[O:37][C:38]([CH3:41])([CH3:40])[CH3:39])[CH3:34])=[CH:30][CH:31]=1. The yield is 0.500.